This data is from Full USPTO retrosynthesis dataset with 1.9M reactions from patents (1976-2016). The task is: Predict the reactants needed to synthesize the given product. (1) Given the product [CH3:20][C:21]1[O:25][N:24]=[C:23]([NH:26][C:27]([N:46]2[CH2:45][CH2:44][N:43]([C:41](=[O:42])[C:37]3[CH:38]=[CH:39][CH:40]=[C:35]([F:34])[CH:36]=3)[CH2:48][CH2:47]2)=[O:28])[CH:22]=1, predict the reactants needed to synthesize it. The reactants are: CC1ON=C(N)C=1.N1(C(N2C=CN=C2)=O)C=CN=C1.[CH3:20][C:21]1[O:25][N:24]=[C:23]([NH:26][C:27](N2C=CN=C2)=[O:28])[CH:22]=1.[F:34][C:35]1[CH:36]=[C:37]([C:41]([N:43]2[CH2:48][CH2:47][NH:46][CH2:45][CH2:44]2)=[O:42])[CH:38]=[CH:39][CH:40]=1. (2) Given the product [P:23]([OH:27])([OH:26])([OH:25])=[O:24].[CH2:1]([O:3][C:4]([C:6]1[CH2:11][C@H:10]([NH2:12])[C@@H:9]([NH:13][C:14](=[O:16])[CH3:15])[C@H:8]([O:17][CH:18]([CH2:21][CH3:22])[CH2:19][CH3:20])[CH:7]=1)=[O:5])[CH3:2], predict the reactants needed to synthesize it. The reactants are: [CH2:1]([O:3][C:4]([C:6]1[CH2:11][C@H:10]([NH2:12])[C@@H:9]([NH:13][C:14](=[O:16])[CH3:15])[C@H:8]([O:17][CH:18]([CH2:21][CH3:22])[CH2:19][CH3:20])[CH:7]=1)=[O:5])[CH3:2].[P:23](=[O:27])([OH:26])([OH:25])[OH:24]. (3) Given the product [CH3:49][N:31]([CH3:30])[C:32]1([C:43]2[CH:48]=[CH:47][CH:46]=[CH:45][N:44]=2)[CH2:37][CH2:36][C:35](=[CH:39][C:40]([NH:11][CH2:12][CH2:13][C:14]2[C:22]3[C:17](=[CH:18][CH:19]=[CH:20][CH:21]=3)[NH:16][CH:15]=2)=[O:41])[CH2:34][CH2:33]1, predict the reactants needed to synthesize it. The reactants are: ON1C2C=CC=CC=2N=N1.[NH2:11][CH2:12][CH2:13][C:14]1[C:22]2[C:17](=[CH:18][CH:19]=[CH:20][CH:21]=2)[NH:16][CH:15]=1.CN1CCOCC1.[CH3:30][N:31]([CH3:49])[C:32]1([C:43]2[CH:48]=[CH:47][CH:46]=[CH:45][N:44]=2)[CH2:37][CH2:36][C:35]([CH2:39][C:40](O)=[O:41])(O)[CH2:34][CH2:33]1.C1(N=C=NC2CCCCC2)CCCCC1.[OH-].[Na+]. (4) The reactants are: [OH:1][C:2]1[N:10]=[CH:9][CH:8]=[CH:7][C:3]=1[C:4]([OH:6])=[O:5].[N+:11]([O-])([O-:13])=[O:12].[Na+]. Given the product [OH:1][C:2]1[N:10]=[CH:9][C:8]([N+:11]([O-:13])=[O:12])=[CH:7][C:3]=1[C:4]([OH:6])=[O:5], predict the reactants needed to synthesize it. (5) Given the product [F:11][C:6]1[CH:7]=[C:8]([F:10])[CH:9]=[C:2]([NH:20][C:14]2[CH:15]=[CH:16][C:17]([I:19])=[CH:18][C:13]=2[F:12])[C:3]=1[C:4]#[N:5], predict the reactants needed to synthesize it. The reactants are: F[C:2]1[CH:9]=[C:8]([F:10])[CH:7]=[C:6]([F:11])[C:3]=1[C:4]#[N:5].[F:12][C:13]1[CH:18]=[C:17]([I:19])[CH:16]=[CH:15][C:14]=1[NH2:20].CC(C)([O-])C.[K+].